From a dataset of Forward reaction prediction with 1.9M reactions from USPTO patents (1976-2016). Predict the product of the given reaction. Given the reactants [N+:1]([C:4]1[CH:9]=[CH:8][C:7]([CH2:10][C:11](=[S:13])[NH2:12])=[CH:6][CH:5]=1)([O-:3])=[O:2].Cl[CH2:15][CH:16]=O.C(=O)([O-])O.[Na+], predict the reaction product. The product is: [N+:1]([C:4]1[CH:5]=[CH:6][C:7]([CH2:10][C:11]2[S:13][CH:15]=[CH:16][N:12]=2)=[CH:8][CH:9]=1)([O-:3])=[O:2].